Dataset: Reaction yield outcomes from USPTO patents with 853,638 reactions. Task: Predict the reaction yield, written as a fraction of the theoretical maximum amount of product (1.0 means a 100% yield; for example, 0.34 means a 34% yield). (1) The reactants are [CH3:1][C:2]([CH3:16])([CH2:8][O:9][CH:10]1[CH2:15][CH2:14][CH2:13][CH2:12][O:11]1)[C:3](=O)[CH2:4][C:5]#[N:6].[OH-:17].[Na+].S(O)(O)(=O)=O.[NH2:24]O. The catalyst is O. The product is [CH3:1][C:2]([C:3]1[CH:4]=[C:5]([NH2:6])[O:17][N:24]=1)([CH3:16])[CH2:8][O:9][CH:10]1[CH2:15][CH2:14][CH2:13][CH2:12][O:11]1. The yield is 0.600. (2) The reactants are [C:1]([C:5]1[CH:29]=[CH:28][C:8]([C:9]([NH:11][C@H:12]([C:24]([O:26][CH3:27])=[O:25])[CH2:13][C:14]2[CH:23]=[CH:22][C:17]([C:18]([O:20]C)=[O:19])=[CH:16][CH:15]=2)=[O:10])=[CH:7][CH:6]=1)([CH3:4])([CH3:3])[CH3:2].O.[OH-].[Li+].Cl. The catalyst is O1CCOCC1.O. The product is [C:1]([C:5]1[CH:29]=[CH:28][C:8]([C:9]([NH:11][C@H:12]([C:24]([O:26][CH3:27])=[O:25])[CH2:13][C:14]2[CH:15]=[CH:16][C:17]([C:18]([OH:20])=[O:19])=[CH:22][CH:23]=2)=[O:10])=[CH:7][CH:6]=1)([CH3:4])([CH3:2])[CH3:3]. The yield is 0.690. (3) The reactants are [F:1][C:2]([F:16])([F:15])[C:3]1[N:8]=[CH:7][C:6]([C@@H:9]2[CH2:11][C@H:10]2[C:12]([OH:14])=O)=[CH:5][CH:4]=1.CCN(C(C)C)C(C)C.CN(C(ON1N=NC2C=CC=CC1=2)=[N+](C)C)C.[B-](F)(F)(F)F.Cl.Cl.[CH:50]1([N:54]2[CH2:59][CH2:58][NH:57][CH2:56][CH2:55]2)[CH2:53][CH2:52][CH2:51]1. The catalyst is CN(C=O)C.CCOC(C)=O.CCCCCC. The product is [CH:50]1([N:54]2[CH2:59][CH2:58][N:57]([C:12]([C@@H:10]3[CH2:11][C@H:9]3[C:6]3[CH:7]=[N:8][C:3]([C:2]([F:1])([F:16])[F:15])=[CH:4][CH:5]=3)=[O:14])[CH2:56][CH2:55]2)[CH2:53][CH2:52][CH2:51]1. The yield is 0.360. (4) The reactants are Cl[CH2:2][C:3](=[O:5])[CH3:4].C(=O)([O-])[O-].[K+].[K+].[C:12]([CH:14]([C:25]([C:27]1[CH:32]=[CH:31][C:30]([F:33])=[CH:29][CH:28]=1)=O)[C:15]([S:17][C:18]1[CH:23]=[CH:22][C:21]([F:24])=[CH:20][CH:19]=1)=[S:16])#[N:13]. The catalyst is CN(C=O)C.CCOCC.O. The product is [C:3]([C:2]1[S:16][C:15]([S:17][C:18]2[CH:19]=[CH:20][C:21]([F:24])=[CH:22][CH:23]=2)=[C:14]([C:12]#[N:13])[C:25]=1[C:27]1[CH:28]=[CH:29][C:30]([F:33])=[CH:31][CH:32]=1)(=[O:5])[CH3:4]. The yield is 0.460. (5) The reactants are [F:1][C:2]1[CH:27]=[C:26]([N+:28]([O-])=O)[CH:25]=[CH:24][C:3]=1[O:4][C:5]1[C:10]2=[C:11]([CH3:23])[C:12]([O:14][CH2:15][CH2:16][N:17]3[CH2:22][CH2:21][O:20][CH2:19][CH2:18]3)=[CH:13][N:9]2[N:8]=[CH:7][N:6]=1.[NH4+].[Cl-]. The catalyst is C1COCC1.CO.[Zn]. The product is [F:1][C:2]1[CH:27]=[C:26]([NH2:28])[CH:25]=[CH:24][C:3]=1[O:4][C:5]1[C:10]2=[C:11]([CH3:23])[C:12]([O:14][CH2:15][CH2:16][N:17]3[CH2:18][CH2:19][O:20][CH2:21][CH2:22]3)=[CH:13][N:9]2[N:8]=[CH:7][N:6]=1. The yield is 0.920. (6) The reactants are [F:1][C:2]1[CH:3]=[C:4]([C@H:8]2[CH2:12][CH2:11][CH2:10][N:9]2[C:13]2[CH:18]=[CH:17][N:16]3[N:19]=[CH:20][C:21]([C:22]([OH:24])=O)=[C:15]3[N:14]=2)[CH:5]=[N:6][CH:7]=1.[CH3:25][O:26][NH2:27]. No catalyst specified. The product is [F:1][C:2]1[CH:3]=[C:4]([C@H:8]2[CH2:12][CH2:11][CH2:10][N:9]2[C:13]2[CH:18]=[CH:17][N:16]3[N:19]=[CH:20][C:21]([C:22]([NH:27][O:26][CH3:25])=[O:24])=[C:15]3[N:14]=2)[CH:5]=[N:6][CH:7]=1. The yield is 0.350. (7) The reactants are Br[C:2]1[N:7]2[CH:8]=[C:9]([CH2:11][N:12]([CH3:23])[CH:13]3[C:22]4[N:21]=[CH:20][CH:19]=[CH:18][C:17]=4[CH2:16][CH2:15][CH2:14]3)[N:10]=[C:6]2[CH:5]=[CH:4][CH:3]=1.C(=O)([O-])[O-].[K+].[K+].[CH3:30][N:31]([CH2:33][C:34]1[CH:39]=[CH:38][C:37](B2OC(C)(C)C(C)(C)O2)=[CH:36][CH:35]=1)[CH3:32]. The catalyst is COCCOC.O.[Pd].C1(P(C2C=CC=CC=2)C2C=CC=CC=2)C=CC=CC=1.C1(P(C2C=CC=CC=2)C2C=CC=CC=2)C=CC=CC=1.C1(P(C2C=CC=CC=2)C2C=CC=CC=2)C=CC=CC=1.C1(P(C2C=CC=CC=2)C2C=CC=CC=2)C=CC=CC=1. The product is [CH3:30][N:31]([CH2:33][C:34]1[CH:39]=[CH:38][C:37]([C:2]2[N:7]3[CH:8]=[C:9]([CH2:11][N:12]([CH3:23])[CH:13]4[C:22]5[N:21]=[CH:20][CH:19]=[CH:18][C:17]=5[CH2:16][CH2:15][CH2:14]4)[N:10]=[C:6]3[CH:5]=[CH:4][CH:3]=2)=[CH:36][CH:35]=1)[CH3:32]. The yield is 0.350. (8) The reactants are [NH2:1][C:2]1[N:10]=[C:9]([NH2:11])[CH:8]=[CH:7][C:3]=1[C:4]([OH:6])=O.Cl.C(N=C=NCCCN(C)C)C.ON1C2C=CC=CC=2N=N1.[CH2:34]([C:41]1[S:45][C:44]([CH2:46][NH2:47])=[CH:43][CH:42]=1)[C:35]1[CH:40]=[CH:39][CH:38]=[CH:37][CH:36]=1. The catalyst is CS(C)=O.[Cl-].[Na+].O. The product is [NH2:1][C:2]1[N:10]=[C:9]([NH2:11])[CH:8]=[CH:7][C:3]=1[C:4]([NH:47][CH2:46][C:44]1[S:45][C:41]([CH2:34][C:35]2[CH:40]=[CH:39][CH:38]=[CH:37][CH:36]=2)=[CH:42][CH:43]=1)=[O:6]. The yield is 0.300. (9) The reactants are I[C:2]1[C:10]2[CH:9]=[N:8][CH:7]=[N:6][C:5]=2[N:4]([CH:11]([CH3:13])[CH3:12])[CH:3]=1.[Li]CCCC.[Br:19][C:20]1[C:21]([O:32][CH2:33][CH3:34])=[N:22][CH:23]=[C:24]([CH:31]=1)[C:25](N(OC)C)=[O:26]. The catalyst is C(OCC)C.CCCCCC. The product is [Br:19][C:20]1[CH:31]=[C:24]([C:25]([C:2]2[C:10]3[CH:9]=[N:8][CH:7]=[N:6][C:5]=3[N:4]([CH:11]([CH3:13])[CH3:12])[CH:3]=2)=[O:26])[CH:23]=[N:22][C:21]=1[O:32][CH2:33][CH3:34]. The yield is 0.490.